This data is from Full USPTO retrosynthesis dataset with 1.9M reactions from patents (1976-2016). The task is: Predict the reactants needed to synthesize the given product. (1) Given the product [NH2:16][C@@H:11]1[C:10](=[O:17])[N:9]2[C@H:5]([C:3]([OH:4])=[O:2])[CH2:6][CH2:7][C@H:8]2[CH2:15][CH:14]=[CH:13][CH2:12]1, predict the reactants needed to synthesize it. The reactants are: C[O:2][C:3]([CH:5]1[N:9]2[C:10](=[O:17])[CH:11]([NH2:16])[CH2:12][CH:13]=[CH:14][CH2:15][CH:8]2[CH2:7][CH2:6]1)=[O:4].[Li+].[OH-].Cl. (2) Given the product [N:22]1([C:2]2[CH:7]=[C:6]([C:8]3[N:12]4[CH:13]=[CH:14][CH:15]=[CH:16][C:11]4=[N:10][C:9]=3[C:17]([O:19][CH2:20][CH3:21])=[O:18])[CH:5]=[CH:4][N:3]=2)[CH2:27][CH2:26][O:25][CH2:24][CH2:23]1, predict the reactants needed to synthesize it. The reactants are: F[C:2]1[CH:7]=[C:6]([C:8]2[N:12]3[CH:13]=[CH:14][CH:15]=[CH:16][C:11]3=[N:10][C:9]=2[C:17]([O:19][CH2:20][CH3:21])=[O:18])[CH:5]=[CH:4][N:3]=1.[NH:22]1[CH2:27][CH2:26][O:25][CH2:24][CH2:23]1. (3) Given the product [CH3:8][S:7][C:4]1[S:3][C:2]([C:18]2[CH:17]=[CH:25][C:21]3[CH:22]=[N:23][S:24][C:20]=3[CH:19]=2)=[N:6][N:5]=1, predict the reactants needed to synthesize it. The reactants are: Br[C:2]1[S:3][C:4]([S:7][CH3:8])=[N:5][N:6]=1.CC1(C)C(C)(C)OB([C:17]2[CH:18]=[CH:19][C:20]3[S:24][N:23]=[CH:22][C:21]=3[CH:25]=2)O1.C([O-])([O-])=O.[Na+].[Na+].CCO. (4) Given the product [CH3:1][O:2][C:3]1[CH:8]=[CH:7][C:6]([CH2:9][S:10][CH2:15][C:16]([C:18]2[C:19]([O:28][CH3:29])=[CH:20][C:21]([O:26][CH3:27])=[CH:22][C:23]=2[O:24][CH3:25])=[O:17])=[CH:5][C:4]=1[N+:11]([O-:13])=[O:12], predict the reactants needed to synthesize it. The reactants are: [CH3:1][O:2][C:3]1[CH:8]=[CH:7][C:6]([CH2:9][SH:10])=[CH:5][C:4]=1[N+:11]([O-:13])=[O:12].Br[CH2:15][C:16]([C:18]1[C:23]([O:24][CH3:25])=[CH:22][C:21]([O:26][CH3:27])=[CH:20][C:19]=1[O:28][CH3:29])=[O:17]. (5) Given the product [CH3:27][O:26][C:24]1[CH:25]=[C:20]([NH:19][C:16]2[N:17]=[CH:18][C:13]3[CH:12]=[CH:11][N:10]([C:6]4[CH:5]=[C:4]([CH:9]=[CH:8][CH:7]=4)[C:3]([OH:32])=[O:2])[C:14]=3[N:15]=2)[CH:21]=[C:22]([O:30][CH3:31])[C:23]=1[O:28][CH3:29], predict the reactants needed to synthesize it. The reactants are: C[O:2][C:3](=[O:32])[C:4]1[CH:9]=[CH:8][CH:7]=[C:6]([N:10]2[C:14]3[N:15]=[C:16]([NH:19][C:20]4[CH:25]=[C:24]([O:26][CH3:27])[C:23]([O:28][CH3:29])=[C:22]([O:30][CH3:31])[CH:21]=4)[N:17]=[CH:18][C:13]=3[CH:12]=[CH:11]2)[CH:5]=1. (6) Given the product [C:1]([CH:3]=[C:4]1[C:12]2[C:7](=[CH:8][C:9]([NH:20][C:23](=[O:37])[O:29][C:25]([CH3:28])([CH3:27])[CH3:26])=[CH:10][CH:11]=2)[CH2:6][C:5]21[CH2:17][CH2:16]2)#[N:2], predict the reactants needed to synthesize it. The reactants are: [C:1]([CH:3]=[C:4]1[C:12]2[C:7](=[CH:8][C:9](C(O)=O)=[CH:10][CH:11]=2)[CH2:6][C:5]21[CH2:17][CH2:16]2)#[N:2].C([N:20]([CH2:23]C)CC)C.[C:25]([OH:29])([CH3:28])([CH3:27])[CH3:26].C1(P(N=[N+]=[N-])(C2C=CC=CC=2)=[O:37])C=CC=CC=1. (7) Given the product [C:21]([O:20][C:18](=[O:19])[NH:17][C@H:14]1[CH2:15][CH2:16][NH:11][CH2:12][C@H:13]1[OH:25])([CH3:24])([CH3:22])[CH3:23], predict the reactants needed to synthesize it. The reactants are: C(OC([N:11]1[CH2:16][CH2:15][C@H:14]([NH:17][C:18]([O:20][C:21]([CH3:24])([CH3:23])[CH3:22])=[O:19])[C@H:13]([OH:25])[CH2:12]1)=O)C1C=CC=CC=1.